This data is from Forward reaction prediction with 1.9M reactions from USPTO patents (1976-2016). The task is: Predict the product of the given reaction. (1) The product is: [C:1]([N:4]1[C:13]2[C:8](=[CH:9][C:10]([C:14]3[N:15]=[N:16][N:17]([CH2:19][CH2:20][O:21][Si:30]([C:33]([CH3:36])([CH3:35])[CH3:34])([CH3:32])[CH3:31])[CH:18]=3)=[CH:11][CH:12]=2)[C@H:7]([NH2:22])[CH2:6][C@@H:5]1[CH3:23])(=[O:3])[CH3:2]. Given the reactants [C:1]([N:4]1[C:13]2[C:8](=[CH:9][C:10]([C:14]3[N:15]=[N:16][N:17]([CH2:19][CH2:20][OH:21])[CH:18]=3)=[CH:11][CH:12]=2)[C@H:7]([NH2:22])[CH2:6][C@@H:5]1[CH3:23])(=[O:3])[CH3:2].N1C=CN=C1.Cl[Si:30]([C:33]([CH3:36])([CH3:35])[CH3:34])([CH3:32])[CH3:31], predict the reaction product. (2) Given the reactants [Cl:1][C:2]1[CH:3]=[C:4]([C@H:9]([N:12]2C(=O)C3C(=CC=CC=3)C2=O)[CH2:10][CH3:11])[CH:5]=[CH:6][C:7]=1[Cl:8].C1COCC1.CO.O.NN, predict the reaction product. The product is: [Cl:1][C:2]1[CH:3]=[C:4]([C@H:9]([NH2:12])[CH2:10][CH3:11])[CH:5]=[CH:6][C:7]=1[Cl:8].